Dataset: Catalyst prediction with 721,799 reactions and 888 catalyst types from USPTO. Task: Predict which catalyst facilitates the given reaction. (1) Reactant: [CH:1]1([N:4]2[C:13]3[C:8](=[CH:9][C:10]([F:16])=[C:11](F)[C:12]=3[CH3:14])[C:7](=[O:17])[NH:6][C:5]2=[O:18])[CH2:3][CH2:2]1.[C:19]([O:23][C:24](=[O:35])[NH:25][CH:26]([CH:28]1[C:32]([CH3:34])([CH3:33])[CH2:31][NH:30][CH2:29]1)[CH3:27])([CH3:22])([CH3:21])[CH3:20].C(OC(=O)C1C=C(F)C(N2CC[C@H](NC(OC(C)(C)C)=O)C2)=C(Cl)C=1NC1CC1)C.C(N(CC)CC)C. Product: [C:19]([O:23][C:24](=[O:35])[NH:25][CH:26]([CH:28]1[C:32]([CH3:34])([CH3:33])[CH2:31][N:30]([C:11]2[C:12]([CH3:14])=[C:13]3[C:8]([C:7](=[O:17])[NH:6][C:5](=[O:18])[N:4]3[CH:1]3[CH2:3][CH2:2]3)=[CH:9][C:10]=2[F:16])[CH2:29]1)[CH3:27])([CH3:20])([CH3:21])[CH3:22]. The catalyst class is: 58. (2) Reactant: [CH3:1][O:2][C:3](=[O:12])[C:4]1[CH:9]=[CH:8][CH:7]=[C:6]([NH2:10])[C:5]=1[OH:11].[N:13]#[C:14]Br.C(O)C. Product: [CH3:1][O:2][C:3]([C:4]1[C:5]2[O:11][C:14]([NH2:13])=[N:10][C:6]=2[CH:7]=[CH:8][CH:9]=1)=[O:12]. The catalyst class is: 6. (3) Reactant: [CH3:1][NH:2][C:3]1[CH2:7][O:6][C:5](=[O:8])[CH:4]=1.[OH-].[Na+].[Cl:11][C:12]1[CH:17]=[CH:16][C:15]([CH2:18]Cl)=[CH:14][N:13]=1. Product: [Cl:11][C:12]1[N:13]=[CH:14][C:15]([CH2:18][N:2]([CH3:1])[C:3]2[CH2:7][O:6][C:5](=[O:8])[CH:4]=2)=[CH:16][CH:17]=1. The catalyst class is: 216. (4) Reactant: [F:1][C:2]1[CH:7]=[CH:6][C:5]([C:8]2[CH:9]=[C:10]([CH:14]=[CH:15][CH:16]=2)[C:11]([OH:13])=O)=[CH:4][CH:3]=1.[CH3:17][N:18]1[C:22]([C:23]2[CH:24]=[C:25]([CH:27]=[CH:28][CH:29]=2)[NH2:26])=[CH:21][N:20]=[C:19]1[CH3:30].Cl.C(N=C=NCCCN(C)C)C. Product: [CH3:30][C:19]1[N:18]([CH3:17])[C:22]([C:23]2[CH:24]=[C:25]([NH:26][C:11]([C:10]3[CH:9]=[C:8]([C:5]4[CH:4]=[CH:3][C:2]([F:1])=[CH:7][CH:6]=4)[CH:16]=[CH:15][CH:14]=3)=[O:13])[CH:27]=[CH:28][CH:29]=2)=[CH:21][N:20]=1. The catalyst class is: 112. (5) Reactant: [Cl:1][C:2]([Cl:15])=[C:3]1[CH:7]2[C:8]3[C:13]([CH:4]1[CH2:5][CH2:6]2)=[CH:12][CH:11]=[CH:10][C:9]=3[NH2:14].C(N(CC)CC)C.[F:23][CH:24]([F:34])[C:25]1[C:29]([C:30](Cl)=[O:31])=[CH:28][N:27]([CH3:33])[N:26]=1. The catalyst class is: 113. Product: [Cl:1][C:2]([Cl:15])=[C:3]1[CH:7]2[C:8]3[C:13]([CH:4]1[CH2:5][CH2:6]2)=[CH:12][CH:11]=[CH:10][C:9]=3[NH:14][C:30]([C:29]1[C:25]([CH:24]([F:34])[F:23])=[N:26][N:27]([CH3:33])[CH:28]=1)=[O:31]. (6) Reactant: [NH2:1][C:2]1[CH:3]=[C:4]([NH:9][S:10]([CH2:13][Cl:14])(=[O:12])=[O:11])[CH:5]=[CH:6][C:7]=1[F:8].[Cl:15]N1C(=O)CCC1=O. Product: [NH2:1][C:2]1[C:7]([F:8])=[CH:6][C:5]([Cl:15])=[C:4]([NH:9][S:10]([CH2:13][Cl:14])(=[O:11])=[O:12])[CH:3]=1. The catalyst class is: 42.